From a dataset of Peptide-MHC class II binding affinity with 134,281 pairs from IEDB. Regression. Given a peptide amino acid sequence and an MHC pseudo amino acid sequence, predict their binding affinity value. This is MHC class II binding data. (1) The peptide sequence is DTFRKLFRDYSNFLR. The MHC is DRB1_0802 with pseudo-sequence DRB1_0802. The binding affinity (normalized) is 0.597. (2) The peptide sequence is AAATAGTHVYGAFAA. The MHC is HLA-DQA10501-DQB10301 with pseudo-sequence HLA-DQA10501-DQB10301. The binding affinity (normalized) is 0.711. (3) The peptide sequence is GGYCLTRWMLIEAEL. The MHC is DRB1_0101 with pseudo-sequence DRB1_0101. The binding affinity (normalized) is 0.693. (4) The peptide sequence is SLLLNDTTWIDIEGP. The MHC is DRB1_0101 with pseudo-sequence DRB1_0101. The binding affinity (normalized) is 0.0965. (5) The peptide sequence is LPRPPATPPPPPPPQ. The MHC is HLA-DPA10103-DPB10201 with pseudo-sequence HLA-DPA10103-DPB10201. The binding affinity (normalized) is 0.0199. (6) The peptide sequence is EKKYFAATQTEPLAA. The MHC is HLA-DQA10501-DQB10201 with pseudo-sequence HLA-DQA10501-DQB10201. The binding affinity (normalized) is 0.566. (7) The peptide sequence is GELQIVDKIVAAFKI. The MHC is DRB3_0202 with pseudo-sequence DRB3_0202. The binding affinity (normalized) is 0.569.